From a dataset of Catalyst prediction with 721,799 reactions and 888 catalyst types from USPTO. Predict which catalyst facilitates the given reaction. Reactant: [CH2:1]([N:8]([CH2:15][C:16]1[CH:21]=[CH:20][CH:19]=[CH:18][CH:17]=1)[CH2:9][CH2:10][C:11]([CH3:14])([OH:13])[CH3:12])[C:2]1[CH:7]=[CH:6][CH:5]=[CH:4][CH:3]=1.[CH2:22](I)[CH3:23]. Product: [CH2:15]([N:8]([CH2:1][C:2]1[CH:7]=[CH:6][CH:5]=[CH:4][CH:3]=1)[CH2:9][CH2:10][C:11]([O:13][CH2:22][CH3:23])([CH3:14])[CH3:12])[C:16]1[CH:17]=[CH:18][CH:19]=[CH:20][CH:21]=1. The catalyst class is: 1.